Dataset: Reaction yield outcomes from USPTO patents with 853,638 reactions. Task: Predict the reaction yield, written as a fraction of the theoretical maximum amount of product (1.0 means a 100% yield; for example, 0.34 means a 34% yield). (1) The reactants are [NH2:1][C:2]1[CH:11]=[CH:10][CH:9]=[C:8]2[C:3]=1[CH:4]=[CH:5][CH:6]=[C:7]2[OH:12].[CH:13](N(C(C)C)CC)(C)C.[Si](C=[N+]=[N-])(C)(C)C. The catalyst is C(#N)C.CO.CCOCC. The product is [NH2:1][C:2]1[CH:11]=[CH:10][CH:9]=[C:8]2[C:3]=1[CH:4]=[CH:5][CH:6]=[C:7]2[O:12][CH3:13]. The yield is 0.630. (2) The reactants are [N+:1]([C:4]1[CH:25]=[CH:24][C:7]([O:8][C:9]2[N:14]=[CH:13][N:12]=[C:11]([NH:15][C:16]3[CH:21]=[CH:20][C:19]([S:22][CH3:23])=[CH:18][CH:17]=3)[CH:10]=2)=[CH:6][CH:5]=1)([O-])=O.[Cl-].[NH4+].C(O)C.O. The catalyst is C(OCC)(=O)C.CCCCCC.[Fe]. The product is [NH2:1][C:4]1[CH:25]=[CH:24][C:7]([O:8][C:9]2[N:14]=[CH:13][N:12]=[C:11]([NH:15][C:16]3[CH:21]=[CH:20][C:19]([S:22][CH3:23])=[CH:18][CH:17]=3)[CH:10]=2)=[CH:6][CH:5]=1. The yield is 0.690. (3) The reactants are [N+:1]([C:4]1[CH:5]=[C:6]2[C:10](=[CH:11][CH:12]=1)[NH:9][CH:8]=[CH:7]2)([O-:3])=[O:2].[C:13](O[C:13]([O:15][C:16]([CH3:19])([CH3:18])[CH3:17])=[O:14])([O:15][C:16]([CH3:19])([CH3:18])[CH3:17])=[O:14]. The catalyst is CN(C1C=CN=CC=1)C.C1COCC1. The product is [C:16]([O:15][C:13]([N:9]1[C:10]2[C:6](=[CH:5][C:4]([N+:1]([O-:3])=[O:2])=[CH:12][CH:11]=2)[CH:7]=[CH:8]1)=[O:14])([CH3:19])([CH3:18])[CH3:17]. The yield is 0.780. (4) The catalyst is CC#N. The reactants are [NH2:1][CH2:2][CH2:3][OH:4].C([O-])([O-])=O.[K+].[K+].Br[CH2:12][C:13]1[CH:14]=[CH:15][C:16]([C:20]([O:22][CH3:23])=[O:21])=[N:17][C:18]=1[Cl:19]. The yield is 0.490. The product is [Cl:19][C:18]1[N:17]=[C:16]([C:20]([O:22][CH3:23])=[O:21])[CH:15]=[CH:14][C:13]=1[CH2:12][NH:1][CH2:2][CH2:3][OH:4].